This data is from Forward reaction prediction with 1.9M reactions from USPTO patents (1976-2016). The task is: Predict the product of the given reaction. The product is: [CH3:12][C:13]1[C:2]([CH3:3])=[C:7]([C:6]#[C:5][CH2:8][OH:10])[CH:16]=[CH:15][C:14]=1[C:18](=[O:22])[CH3:17]. Given the reactants Br[C:2]1[CH:7]=[CH:6][C:5]([C:8](=[O:10])C)=C[CH:3]=1.N1[CH2:16][CH2:15][CH2:14][CH2:13][CH2:12]1.[CH3:17][C:18]([OH:22])(C#C)C.[Cl-].[NH4+], predict the reaction product.